From a dataset of Catalyst prediction with 721,799 reactions and 888 catalyst types from USPTO. Predict which catalyst facilitates the given reaction. (1) Reactant: Cl[C:2]1[CH:7]=[C:6]([O:8][C@H:9]([C:14]2[CH:19]=[CH:18][C:17]([Cl:20])=[CH:16][C:15]=2[N:21]2[CH:25]=[CH:24][C:23]([CH3:26])=[N:22]2)[C:10]([F:13])([F:12])[F:11])[N:5]=[C:4]([N:27]2[CH2:51][CH2:50][C:30]3([CH2:34][N:33]([C:35]([O:37][CH2:38][C:39]4[CH:44]=[CH:43][CH:42]=[CH:41][CH:40]=4)=[O:36])[CH:32]([C:45]([O:47][CH2:48][CH3:49])=[O:46])[CH2:31]3)[CH2:29][CH2:28]2)[N:3]=1.[C:52]1([OH:58])[CH:57]=[CH:56][CH:55]=[CH:54][CH:53]=1.C([O-])([O-])=O.[Cs+].[Cs+]. Product: [Cl:20][C:17]1[CH:18]=[CH:19][C:14]([C@@H:9]([O:8][C:6]2[CH:7]=[C:2]([O:58][C:52]3[CH:57]=[CH:56][CH:55]=[CH:54][CH:53]=3)[N:3]=[C:4]([N:27]3[CH2:51][CH2:50][C:30]4([CH2:34][N:33]([C:35]([O:37][CH2:38][C:39]5[CH:40]=[CH:41][CH:42]=[CH:43][CH:44]=5)=[O:36])[CH:32]([C:45]([O:47][CH2:48][CH3:49])=[O:46])[CH2:31]4)[CH2:29][CH2:28]3)[N:5]=2)[C:10]([F:12])([F:11])[F:13])=[C:15]([N:21]2[CH:25]=[CH:24][C:23]([CH3:26])=[N:22]2)[CH:16]=1. The catalyst class is: 38. (2) The catalyst class is: 10. Product: [Br:25][C:22]1[CH:21]=[CH:20][C:19]([N:16]2[CH:17]=[CH:18][C:14]([NH:13][C:10](=[O:12])[CH2:9][C:6]3[CH:5]=[CH:4][C:3]([C:1]#[N:2])=[CH:8][CH:7]=3)=[C:15]2[C:26]([O:28][CH2:29][CH3:30])=[O:27])=[CH:24][CH:23]=1. Reactant: [C:1]([C:3]1[CH:8]=[CH:7][C:6]([CH2:9][C:10]([OH:12])=O)=[CH:5][CH:4]=1)#[N:2].[NH2:13][C:14]1[CH:18]=[CH:17][N:16]([C:19]2[CH:24]=[CH:23][C:22]([Br:25])=[CH:21][CH:20]=2)[C:15]=1[C:26]([O:28][CH2:29][CH3:30])=[O:27].C(N(CC)CC)C.C1CCC(N=C=NC2CCCCC2)CC1.